From a dataset of Forward reaction prediction with 1.9M reactions from USPTO patents (1976-2016). Predict the product of the given reaction. (1) Given the reactants FC(F)(F)C(OC(=O)C(F)(F)F)=O.[CH2:14]([O:16][C:17]([C:19]1[C:20]([C:43](=O)[NH2:44])=[C:21]([CH2:40][CH2:41][CH3:42])[N:22]2[C:27]=1[C:26]([C:28]1[CH:33]=[CH:32][CH:31]=[CH:30][CH:29]=1)=[CH:25][C:24]([N:34]1[CH2:39][CH2:38][O:37][CH2:36][CH2:35]1)=[N:23]2)=[O:18])[CH3:15].CCN(CC)CC.O, predict the reaction product. The product is: [CH2:14]([O:16][C:17]([C:19]1[C:20]([C:43]#[N:44])=[C:21]([CH2:40][CH2:41][CH3:42])[N:22]2[C:27]=1[C:26]([C:28]1[CH:29]=[CH:30][CH:31]=[CH:32][CH:33]=1)=[CH:25][C:24]([N:34]1[CH2:39][CH2:38][O:37][CH2:36][CH2:35]1)=[N:23]2)=[O:18])[CH3:15]. (2) Given the reactants [F:1][C:2]1[CH:10]=[C:9]2[C:5]([C:6]([C:20]3[CH:29]=[CH:28][C:23]4[NH:24][C:25](=[O:27])[O:26][C:22]=4[CH:21]=3)=[CH:7][N:8]2[S:11]([C:14]2[CH:19]=[CH:18][CH:17]=[CH:16][CH:15]=2)(=[O:13])=[O:12])=[CH:4][CH:3]=1.C([O-])([O-])=O.[K+].[K+].Br[CH2:37][CH2:38][C:39]([NH2:41])=[O:40], predict the reaction product. The product is: [F:1][C:2]1[CH:10]=[C:9]2[C:5]([C:6]([C:20]3[CH:29]=[CH:28][C:23]4[N:24]([CH2:37][CH2:38][C:39]([NH2:41])=[O:40])[C:25](=[O:27])[O:26][C:22]=4[CH:21]=3)=[CH:7][N:8]2[S:11]([C:14]2[CH:15]=[CH:16][CH:17]=[CH:18][CH:19]=2)(=[O:13])=[O:12])=[CH:4][CH:3]=1.